This data is from Reaction yield outcomes from USPTO patents with 853,638 reactions. The task is: Predict the reaction yield, written as a fraction of the theoretical maximum amount of product (1.0 means a 100% yield; for example, 0.34 means a 34% yield). (1) The reactants are [CH3:1][O:2][C:3]1[CH:4]=[C:5]([C:9]2[CH:17]=[CH:16][CH:15]=[C:14]3[C:10]=2[CH2:11][C:12](=[O:18])[NH:13]3)[CH:6]=[CH:7][CH:8]=1.[N:19]1([CH2:24][CH2:25][NH:26][C:27]([C:29]2[C:33]([CH3:34])=[C:32]([CH:35]=O)[NH:31][C:30]=2[CH3:37])=[O:28])[CH:23]=[CH:22][N:21]=[N:20]1. The catalyst is C(O)C.N1CCCCC1. The product is [N:19]1([CH2:24][CH2:25][NH:26][C:27]([C:29]2[C:33]([CH3:34])=[C:32]([CH:35]=[C:11]3[C:10]4[C:14](=[CH:15][CH:16]=[CH:17][C:9]=4[C:5]4[CH:6]=[CH:7][CH:8]=[C:3]([O:2][CH3:1])[CH:4]=4)[NH:13][C:12]3=[O:18])[NH:31][C:30]=2[CH3:37])=[O:28])[CH:23]=[CH:22][N:21]=[N:20]1. The yield is 0.150. (2) The reactants are [C:1]([C:5]1[N:10]=[C:9]([NH:11][C:12]2[CH:17]=[C:16](Cl)[N:15]=[N:14][C:13]=2[C:19]([NH2:21])=[O:20])[CH:8]=[CH:7][CH:6]=1)([CH3:4])([CH3:3])[CH3:2].[NH2:22][C@H:23]([CH2:33][CH:34]([CH3:36])[CH3:35])[CH2:24][NH:25][C:26](=[O:32])[O:27][C:28]([CH3:31])([CH3:30])[CH3:29]. The catalyst is CN1C(=O)CCC1. The product is [C:1]([C:5]1[N:10]=[C:9]([NH:11][C:12]2[CH:17]=[C:16]([NH:22][C@H:23]([CH2:33][CH:34]([CH3:36])[CH3:35])[CH2:24][NH:25][C:26](=[O:32])[O:27][C:28]([CH3:29])([CH3:30])[CH3:31])[N:15]=[N:14][C:13]=2[C:19](=[O:20])[NH2:21])[CH:8]=[CH:7][CH:6]=1)([CH3:4])([CH3:3])[CH3:2]. The yield is 0.550. (3) The reactants are [CH:1]([O:4][C:5]1[CH:6]=[C:7]([CH2:11][C:12](O)=O)[CH:8]=[CH:9][CH:10]=1)([CH3:3])[CH3:2].Cl.[CH2:16]([O:18][C:19](=[O:33])[CH:20]([CH2:31][NH2:32])[C:21]1[CH:26]=[CH:25][C:24]([O:27][CH3:28])=[C:23]([O:29][CH3:30])[CH:22]=1)[CH3:17].C(N(CC)CC)C.CN(C(ON1N=NC2C=CC=CC1=2)=[N+](C)C)C.F[P-](F)(F)(F)(F)F.P(Cl)(Cl)(Cl)(Cl)Cl.[S]. The catalyst is C(Cl)Cl.C(O)C. The product is [CH2:16]([O:18][C:19]([C:20]1[C:21]2[C:26](=[CH:25][C:24]([O:27][CH3:28])=[C:23]([O:29][CH3:30])[CH:22]=2)[C:12]([CH2:11][C:7]2[CH:8]=[CH:9][CH:10]=[C:5]([O:4][CH:1]([CH3:2])[CH3:3])[CH:6]=2)=[N:32][CH:31]=1)=[O:33])[CH3:17]. The yield is 0.550. (4) The reactants are [F:1][C:2]([F:7])([F:6])[C:3]([OH:5])=[O:4].[CH:8]1([CH:13]([N:19]2[CH:23]=[C:22]([C:24]3[C:25]4[CH:32]=[CH:31][NH:30][C:26]=4[N:27]=[CH:28][N:29]=3)[CH:21]=[N:20]2)[CH2:14][CH:15]=[C:16]([F:18])[F:17])[CH2:12][CH2:11][CH2:10][CH2:9]1. The catalyst is CO.[Pd]. The product is [F:1][C:2]([F:7])([F:6])[C:3]([OH:5])=[O:4].[CH:8]1([CH:13]([N:19]2[CH:23]=[C:22]([C:24]3[C:25]4[CH:32]=[CH:31][NH:30][C:26]=4[N:27]=[CH:28][N:29]=3)[CH:21]=[N:20]2)[CH2:14][CH2:15][CH:16]([F:17])[F:18])[CH2:12][CH2:11][CH2:10][CH2:9]1. The yield is 0.210. (5) The reactants are [C:1]([O:5][C:6]([N:8]1[CH:12]=[CH:11][CH:10]=[C:9]1[C:13]1[CH:25]=[CH:24][C:16]2[NH:17][C:18](=[O:23])[O:19][C:20]([CH3:22])([CH3:21])[C:15]=2[CH:14]=1)=[O:7])([CH3:4])([CH3:3])[CH3:2].ClS([N:30]=[C:31]=O)(=O)=O.CN(C=O)C.O. The catalyst is C1COCC1. The product is [C:1]([O:5][C:6]([N:8]1[C:12]([C:31]#[N:30])=[CH:11][CH:10]=[C:9]1[C:13]1[CH:25]=[CH:24][C:16]2[NH:17][C:18](=[O:23])[O:19][C:20]([CH3:22])([CH3:21])[C:15]=2[CH:14]=1)=[O:7])([CH3:4])([CH3:2])[CH3:3]. The yield is 0.520. (6) The reactants are P(Br)(Br)[Br:2].[CH:5]1[CH:10]=[CH:9][CH:8]=CC=1.[C:11]([OH:15])([CH3:14])([CH3:13])[CH3:12].O.C[O:18][C:19](C)(C)C. No catalyst specified. The product is [Br:2][CH2:5][CH2:10][CH:9]([CH3:8])[C:19]([O:15][C:11]([CH3:14])([CH3:13])[CH3:12])=[O:18]. The yield is 0.280. (7) The reactants are C(O)(=O)C(C)(C)C.C(=O)([O-])[O-].[K+].[K+].Br[C:15]1[CH:33]=[CH:32][C:31]([Cl:34])=[CH:30][C:16]=1[CH2:17][O:18][C:19]1[CH:28]=[C:27]2[C:22]([CH2:23][CH2:24][CH2:25][C:26]2=[O:29])=[CH:21][CH:20]=1. The catalyst is CC(N(C)C)=O.C([O-])(=O)C(C)(C)C.[Pd+2].C([O-])(=O)C(C)(C)C.FC1C=CC(P(C2C=CC(F)=CC=2)C2C=CC(F)=CC=2)=CC=1. The product is [Cl:34][C:31]1[CH:32]=[CH:33][C:15]2[C:20]3[CH:21]=[C:22]4[CH2:23][CH2:24][CH2:25][C:26](=[O:29])[C:27]4=[CH:28][C:19]=3[O:18][CH2:17][C:16]=2[CH:30]=1. The yield is 0.670.